This data is from Full USPTO retrosynthesis dataset with 1.9M reactions from patents (1976-2016). The task is: Predict the reactants needed to synthesize the given product. (1) Given the product [Cl:19][C:6]1[C:7]([N+:13]([O-:15])=[O:14])=[CH:8][N:9]=[C:10]2[C:5]=1[N:4]=[C:3]([O:2][CH3:1])[CH:12]=[CH:11]2, predict the reactants needed to synthesize it. The reactants are: [CH3:1][O:2][C:3]1[N:4]=[C:5]2[C:10](=[CH:11][CH:12]=1)[N:9]=[CH:8][C:7]([N+:13]([O-:15])=[O:14])=[C:6]2O.O=P(Cl)(Cl)[Cl:19]. (2) Given the product [CH3:1][O:2][C:3](=[O:34])[CH2:4][CH2:5][CH2:6][CH2:7][CH2:8][O:9][C:10]1[C:11]([NH:33][S:42]([C:39]2[CH:40]=[CH:41][C:36]([Cl:35])=[CH:37][CH:38]=2)(=[O:44])=[O:43])=[CH:12][C:13]2[N:17]=[C:16]([C:18]3[CH:23]=[CH:22][CH:21]=[CH:20][CH:19]=3)[N:15]([C:24]3[CH:29]=[CH:28][C:27]([O:30][CH3:31])=[CH:26][CH:25]=3)[C:14]=2[CH:32]=1, predict the reactants needed to synthesize it. The reactants are: [CH3:1][O:2][C:3](=[O:34])[CH2:4][CH2:5][CH2:6][CH2:7][CH2:8][O:9][C:10]1[C:11]([NH2:33])=[CH:12][C:13]2[N:17]=[C:16]([C:18]3[CH:23]=[CH:22][CH:21]=[CH:20][CH:19]=3)[N:15]([C:24]3[CH:29]=[CH:28][C:27]([O:30][CH3:31])=[CH:26][CH:25]=3)[C:14]=2[CH:32]=1.[Cl:35][C:36]1[CH:41]=[CH:40][C:39]([S:42](Cl)(=[O:44])=[O:43])=[CH:38][CH:37]=1. (3) Given the product [CH2:1]([O:3][C:4](=[O:21])[C:5]1[CH:10]=[CH:9][C:8]([O:11][C:12]2[CH:17]=[CH:16][CH:15]=[CH:14][CH:13]=2)=[CH:7][C:6]=1[CH:18]=[O:22])[CH3:2], predict the reactants needed to synthesize it. The reactants are: [CH2:1]([O:3][C:4](=[O:21])[C:5]1[CH:10]=[CH:9][C:8]([O:11][C:12]2[CH:17]=[CH:16][CH:15]=[CH:14][CH:13]=2)=[CH:7][C:6]=1[CH:18](Br)Br)[CH3:2].[O:22]1CCCC1. (4) The reactants are: [Cl:1][C:2]1[CH:11]=[CH:10][C:5]([O:6][CH2:7][CH2:8][OH:9])=[CH:4][CH:3]=1.CCN(CC)CC.[CH3:19][C:20]1[CH:25]=[CH:24][C:23]([S:26](Cl)(=[O:28])=[O:27])=[CH:22][CH:21]=1. Given the product [CH3:19][C:20]1[CH:25]=[CH:24][C:23]([S:26]([O:9][CH2:8][CH2:7][O:6][C:5]2[CH:10]=[CH:11][C:2]([Cl:1])=[CH:3][CH:4]=2)(=[O:28])=[O:27])=[CH:22][CH:21]=1, predict the reactants needed to synthesize it.